This data is from Full USPTO retrosynthesis dataset with 1.9M reactions from patents (1976-2016). The task is: Predict the reactants needed to synthesize the given product. Given the product [C:1]([C:5]1[CH:10]=[CH:9][C:8]([CH2:11][CH2:12][C:13]([OH:15])=[O:14])=[CH:7][CH:6]=1)([CH3:4])([CH3:2])[CH3:3], predict the reactants needed to synthesize it. The reactants are: [C:1]([C:5]1[CH:10]=[CH:9][C:8]([CH:11]=[CH:12][C:13]([OH:15])=[O:14])=[CH:7][CH:6]=1)([CH3:4])([CH3:3])[CH3:2].[H][H].